The task is: Binary Classification. Given a drug SMILES string, predict its activity (active/inactive) in a high-throughput screening assay against a specified biological target.. This data is from HIV replication inhibition screening data with 41,000+ compounds from the AIDS Antiviral Screen. (1) The result is 0 (inactive). The molecule is CSc1cnnc2ccccc12. (2) The compound is O=C1c2cc3c(cc2CC12Cc1cc4c(cc1C2=O)CCC4)CCC3. The result is 0 (inactive). (3) The drug is CCOC(=O)c1ccc(NC(=O)SCCC(=O)O)cc1. The result is 0 (inactive). (4) The compound is c1ccc(-c2sc(-c3ccccc3)c3c2C2CCC3C2)cc1. The result is 0 (inactive). (5) The molecule is CCC(Sc1cc(Cl)c(C)cc1S(=O)(=O)Nc1nc(N)nc(N(C)C)n1)C(=O)O. The result is 0 (inactive). (6) The drug is C=CCOc1ccc(N)c([N+](=O)[O-])c1. The result is 0 (inactive). (7) The drug is CN(NC(=O)c1cccs1)C1=NCCN1.I. The result is 0 (inactive). (8) The compound is CC1(C)CCC(C)(C)C1C(=O)NC(O)C(=O)O. The result is 0 (inactive). (9) The molecule is COC1(OC)CC2C(=O)N(Cc3ccccc3)C1C(S(=O)(=O)c1ccccc1)C2S(=O)(=O)c1ccccc1. The result is 0 (inactive). (10) The molecule is COc1cccc2c(Nc3ccc(S(=O)(=O)NC(C)=O)cc3)c3ccc([N+](=O)[O-])cc3nc12. The result is 0 (inactive).